From a dataset of Reaction yield outcomes from USPTO patents with 853,638 reactions. Predict the reaction yield, written as a fraction of the theoretical maximum amount of product (1.0 means a 100% yield; for example, 0.34 means a 34% yield). The reactants are [CH2:1](N1C2N=CN=C(OC3C=CC(NC(NC(=O)CC4C=CC=CC=4)=S)=CC=3F)C=2C=C1)C1C=CC=CC=1.[F:38][C:39]1[CH:40]=[C:41]([NH:55][C:56]([NH:58][C:59](=[O:67])[CH2:60][C:61]2[CH:66]=[CH:65][CH:64]=[CH:63][CH:62]=2)=[S:57])[CH:42]=[CH:43][C:44]=1[O:45][C:46]1[CH:51]=[CH:50][N:49]=[C:48]2[CH:52]=[CH:53][S:54][C:47]=12.CC(C)C(C1C=CC=CC=1)C(N=C=S)=O. No catalyst specified. The product is [F:38][C:39]1[CH:40]=[C:41]([NH:55][C:56]([NH:58][C:59](=[O:67])[CH:60]([C:61]2[CH:62]=[CH:63][CH:64]=[CH:65][CH:66]=2)[CH3:1])=[S:57])[CH:42]=[CH:43][C:44]=1[O:45][C:46]1[CH:51]=[CH:50][N:49]=[C:48]2[CH:52]=[CH:53][S:54][C:47]=12. The yield is 0.490.